Dataset: Catalyst prediction with 721,799 reactions and 888 catalyst types from USPTO. Task: Predict which catalyst facilitates the given reaction. (1) Reactant: [CH3:1][NH:2][CH3:3].[Cl:4][C:5]1[N:10]=[CH:9][C:8]([C:11](Cl)=[O:12])=[CH:7][CH:6]=1. Product: [Cl:4][C:5]1[N:10]=[CH:9][C:8]([C:11]([N:2]([CH3:3])[CH3:1])=[O:12])=[CH:7][CH:6]=1. The catalyst class is: 46. (2) Reactant: IC1C=CC(C2CCCC(=O)C2)=CC=1.I[C:16]1[CH:21]=[CH:20][C:19]([CH:22]2[CH2:27][CH2:26][CH2:25][CH:24]([NH:28][CH:29]([C:31]3[C:40]4[C:35](=[CH:36][CH:37]=[CH:38][CH:39]=4)[CH:34]=[CH:33][CH:32]=3)[CH3:30])[CH2:23]2)=[CH:18][CH:17]=1.C([Mg]Cl)(C)C.[O:46]1[CH2:51][CH2:50][C:49](=[O:52])[CH2:48][CH2:47]1. Product: [C:31]1([C@H:29]([NH:28][CH:24]2[CH2:25][CH2:26][CH2:27][CH:22]([C:19]3[CH:18]=[CH:17][C:16]([C:49]4([OH:52])[CH2:50][CH2:51][O:46][CH2:47][CH2:48]4)=[CH:21][CH:20]=3)[CH2:23]2)[CH3:30])[C:40]2[C:35](=[CH:36][CH:37]=[CH:38][CH:39]=2)[CH:34]=[CH:33][CH:32]=1. The catalyst class is: 1. (3) Reactant: Cl[C:2]([O:4][CH3:5])=[O:3].[NH2:6][CH2:7][C@H:8]1[O:12][C:11](=[O:13])[N:10]([C:14]2[CH:15]=[C:16]3[C:20](=[C:21]([F:23])[CH:22]=2)[N:19]([CH:24]2[CH2:26][CH2:25]2)[C:18](=[O:27])[CH2:17]3)[CH2:9]1.C(N(C(C)C)CC)(C)C. Product: [CH3:5][O:4][C:2](=[O:3])[NH:6][CH2:7][C@@H:8]1[O:12][C:11](=[O:13])[N:10]([C:14]2[CH:15]=[C:16]3[C:20](=[C:21]([F:23])[CH:22]=2)[N:19]([CH:24]2[CH2:26][CH2:25]2)[C:18](=[O:27])[CH2:17]3)[CH2:9]1. The catalyst class is: 4.